This data is from Reaction yield outcomes from USPTO patents with 853,638 reactions. The task is: Predict the reaction yield, written as a fraction of the theoretical maximum amount of product (1.0 means a 100% yield; for example, 0.34 means a 34% yield). (1) The reactants are [Cl:1][C:2]1[S:6][C:5]([C:7]([OH:9])=O)=[CH:4][CH:3]=1.C(Cl)(=O)C(Cl)=O.[N:16]1[CH:21]=[CH:20][C:19]([N:22]2[CH2:27][CH2:26][CH:25]([CH2:28][NH:29][C:30]3[C:35]([NH2:36])=[CH:34][CH:33]=[CH:32][N:31]=3)[CH2:24][CH2:23]2)=[CH:18][CH:17]=1. The catalyst is C(Cl)Cl.CN(C=O)C.N1C=CC=CC=1.C(Cl)(Cl)Cl. The product is [Cl:1][C:2]1[S:6][C:5]([C:7]([NH:36][C:35]2[C:30]([NH:29][CH2:28][CH:25]3[CH2:26][CH2:27][N:22]([C:19]4[CH:18]=[CH:17][N:16]=[CH:21][CH:20]=4)[CH2:23][CH2:24]3)=[N:31][CH:32]=[CH:33][CH:34]=2)=[O:9])=[CH:4][CH:3]=1. The yield is 0.580. (2) The reactants are Cl.FC1C=C(C=CC=1)CN1C=C(C2C3C(=NC=C(C4C=CC(C5CCNCC5)=CC=4)C=3)N(S(C3C=CC(C)=CC=3)(=O)=O)C=2)C=N1.[F:46][C:47]1[C:48]([N:85]2[CH2:90][CH2:89][N:88]([CH2:91][C@H:92]([OH:94])[CH3:93])[CH2:87][CH2:86]2)=[N:49][CH:50]=[C:51]([C:53]2[CH:54]=[C:55]3[C:61]([C:62]4[CH:63]=[N:64][N:65]([CH2:67][C:68]5[CH:73]=[CH:72][CH:71]=[C:70]([F:74])[CH:69]=5)[CH:66]=4)=[CH:60][N:59](S(C4C=CC(C)=CC=4)(=O)=O)[C:56]3=[N:57][CH:58]=2)[CH:52]=1.[OH-].[Li+]. The catalyst is C1COCC1.CO.O. The product is [F:46][C:47]1[C:48]([N:85]2[CH2:90][CH2:89][N:88]([CH2:91][C@H:92]([OH:94])[CH3:93])[CH2:87][CH2:86]2)=[N:49][CH:50]=[C:51]([C:53]2[CH:54]=[C:55]3[C:61]([C:62]4[CH:63]=[N:64][N:65]([CH2:67][C:68]5[CH:73]=[CH:72][CH:71]=[C:70]([F:74])[CH:69]=5)[CH:66]=4)=[CH:60][NH:59][C:56]3=[N:57][CH:58]=2)[CH:52]=1. The yield is 0.570.